Dataset: Full USPTO retrosynthesis dataset with 1.9M reactions from patents (1976-2016). Task: Predict the reactants needed to synthesize the given product. The reactants are: C([O:4][C:5]1[CH:6]=[C:7]([CH:11]=[CH:12][C:13]([NH:15][C@H:16]([C:26]([O:28]C)=[O:27])[CH2:17][C:18]2[CH:23]=[CH:22][C:21]([O:24][CH3:25])=[CH:20][CH:19]=2)=[O:14])[CH:8]=[CH:9][CH:10]=1)(=O)C.[OH-].[Na+]. Given the product [OH:4][C:5]1[CH:6]=[C:7]([CH:11]=[CH:12][C:13]([NH:15][C@H:16]([C:26]([OH:28])=[O:27])[CH2:17][C:18]2[CH:19]=[CH:20][C:21]([O:24][CH3:25])=[CH:22][CH:23]=2)=[O:14])[CH:8]=[CH:9][CH:10]=1, predict the reactants needed to synthesize it.